From a dataset of Forward reaction prediction with 1.9M reactions from USPTO patents (1976-2016). Predict the product of the given reaction. (1) Given the reactants [H-].[Na+].[I:3][C:4]1[CH:5]=[N:6][NH:7][CH:8]=1.S([CH:13]1[CH2:18][CH2:17][N:16]([C:19]([O:21][C:22]([CH3:25])([CH3:24])[CH3:23])=[O:20])[CH2:15][CH2:14]1)(C)(=O)=O, predict the reaction product. The product is: [I:3][C:4]1[CH:5]=[N:6][N:7]([CH:13]2[CH2:18][CH2:17][N:16]([C:19]([O:21][C:22]([CH3:25])([CH3:24])[CH3:23])=[O:20])[CH2:15][CH2:14]2)[CH:8]=1. (2) The product is: [NH2:8][C:5]1[N:4]([C:9]2[CH:14]=[CH:13][CH:12]=[CH:11][CH:10]=2)[N:3]=[C:2]([C:20]2[CH:19]=[CH:18][C:17](=[O:31])[N:16]([CH3:15])[CH:21]=2)[C:6]=1[CH3:7]. Given the reactants Br[C:2]1[C:6]([CH3:7])=[C:5]([NH2:8])[N:4]([C:9]2[CH:14]=[CH:13][CH:12]=[CH:11][CH:10]=2)[N:3]=1.[CH3:15][N:16]1[CH:21]=[C:20](B2OC(C)(C)C(C)(C)O2)[CH:19]=[CH:18][C:17]1=[O:31].C([O-])([O-])=O.[K+].[K+].O, predict the reaction product.